The task is: Predict the reaction yield, written as a fraction of the theoretical maximum amount of product (1.0 means a 100% yield; for example, 0.34 means a 34% yield).. This data is from Reaction yield outcomes from USPTO patents with 853,638 reactions. (1) The reactants are [O:1]=[C:2]=[N:3][CH:4]1[CH2:13][C:12]([CH3:15])([CH3:14])[CH2:11][C:6]([CH3:16])([CH2:7][N:8]=[C:9]=[O:10])[CH2:5]1.[CH2:17]=[CH:18][CH2:19]/[CH:20]=[CH:21]\[CH2:22]/[CH:23]=[CH:24]\[CH2:25][CH2:26][CH2:27][CH2:28][CH2:29][CH2:30][CH2:31][C:32]1[CH:37]=[C:36]([OH:38])[CH:35]=[CH:34][CH:33]=1.[OH2:39].CN([CH:43]=[O:44])C. The catalyst is C([O-])(=O)CCCCCCCCCCC.C([O-])(=O)CCCCCCCCCCC.C([Sn+2]CCCC)CCC. The product is [CH2:17]=[CH:18][CH2:19]/[CH:20]=[CH:21]\[CH2:22]/[CH:23]=[CH:24]\[CH2:25][CH2:26][CH2:27][CH2:28][CH2:29][CH2:30][CH2:31][C:32]1[CH:37]=[C:36]([OH:38])[CH:35]=[CH:34][CH:33]=1.[CH3:14][C:12]1([CH3:15])[CH2:11][C:6]([CH2:7][N:8]=[C:9]=[O:10])([CH3:16])[CH2:5][CH:4]([N:3]=[C:2]=[O:1])[CH2:13]1.[CH3:15][C:12]([C:13]([O:38][CH2:36][CH2:43][OH:44])=[O:39])=[CH2:14]. The yield is 0.900. (2) The reactants are [Cl:1][S:2]([OH:5])(=O)=[O:3].[Cl:6][C:7]1[CH:12]=[CH:11][C:10]([CH3:13])=[CH:9][C:8]=1[OH:14]. The catalyst is ClCCl. The product is [Cl:6][C:7]1[C:8]([OH:14])=[CH:9][C:10]([CH3:13])=[C:11]([S:2]([Cl:1])(=[O:5])=[O:3])[CH:12]=1. The yield is 0.0710.